This data is from Full USPTO retrosynthesis dataset with 1.9M reactions from patents (1976-2016). The task is: Predict the reactants needed to synthesize the given product. (1) Given the product [OH:20][CH:7]1[O:8][C@H:9]([CH2:15][OH:16])[C@H:10]([OH:11])[C@H:5]([OH:4])[C@H:6]1[NH:34][C:35]([CH3:36])=[O:37], predict the reactants needed to synthesize it. The reactants are: C([O:4][C@H:5]1[C@@H:10]([O:11]C(=O)C)[C@@H:9]([CH2:15][O:16]C(=O)C)[O:8][C@@H:7]([O:20]CCOCCOCCOCC(O)=O)[C@@H:6]1[NH:34][C:35](=[O:37])[CH3:36])(=O)C.Cl.C(OC(=O)[C@@H](NC(=O)[C@@H](N)CCCCN)CCCCN)C1C=CC=CC=1.CCN(C(C)C)C(C)C.ON1C2N=CC=CC=2N=N1.Cl.CN(C)CCCN=C=NCC. (2) Given the product [C:22]([C:26]1[CH:27]=[C:28]([C:2]2[N:6]([S:7]([N:10]3[CH2:15][CH2:14][CH2:13][CH2:12][CH2:11]3)(=[O:9])=[O:8])[C:5]([CH3:16])=[C:4]([C:17]([O:19][CH2:20][CH3:21])=[O:18])[CH:3]=2)[CH:29]=[C:30]([C:32]([CH3:35])([CH3:34])[CH3:33])[CH:31]=1)([CH3:25])([CH3:24])[CH3:23], predict the reactants needed to synthesize it. The reactants are: Br[C:2]1[N:6]([S:7]([N:10]2[CH2:15][CH2:14][CH2:13][CH2:12][CH2:11]2)(=[O:9])=[O:8])[C:5]([CH3:16])=[C:4]([C:17]([O:19][CH2:20][CH3:21])=[O:18])[CH:3]=1.[C:22]([C:26]1[CH:27]=[C:28](B2OC(C)(C)C(C)(C)O2)[CH:29]=[C:30]([C:32]([CH3:35])([CH3:34])[CH3:33])[CH:31]=1)([CH3:25])([CH3:24])[CH3:23]. (3) The reactants are: Br[C:2]1[C:7]2=[N:8][C:9]([C:12]([NH2:14])=[O:13])=[CH:10][N:11]=[C:6]2[CH:5]=[N:4][CH:3]=1.[F:15][C:16]1[CH:17]=[C:18](B(O)O)[CH:19]=[CH:20][C:21]=1[C:22]([F:25])([F:24])[F:23].C(=O)([O-])[O-].[Cs+].[Cs+].O1CCOCC1. Given the product [F:15][C:16]1[CH:17]=[C:18]([C:2]2[C:7]3=[N:8][C:9]([C:12]([NH2:14])=[O:13])=[CH:10][N:11]=[C:6]3[CH:5]=[N:4][CH:3]=2)[CH:19]=[CH:20][C:21]=1[C:22]([F:23])([F:24])[F:25], predict the reactants needed to synthesize it. (4) Given the product [Br:24][C:25]1[CH:26]=[C:27]([CH:28]=[C:29]([C:31]([F:32])([F:33])[F:34])[CH:30]=1)[CH2:35][O:23][CH2:22][C:9]1([C:3]2[CH:4]=[CH:5][C:6]([F:8])=[CH:7][C:2]=2[F:1])[CH2:14][CH2:13][N:12]([C:15]([O:17][C:18]([CH3:19])([CH3:20])[CH3:21])=[O:16])[CH2:11][CH2:10]1, predict the reactants needed to synthesize it. The reactants are: [F:1][C:2]1[CH:7]=[C:6]([F:8])[CH:5]=[CH:4][C:3]=1[C:9]1([CH2:22][OH:23])[CH2:14][CH2:13][N:12]([C:15]([O:17][C:18]([CH3:21])([CH3:20])[CH3:19])=[O:16])[CH2:11][CH2:10]1.[Br:24][C:25]1[CH:30]=[C:29]([C:31]([F:34])([F:33])[F:32])[CH:28]=[C:27]([CH2:35]Br)[CH:26]=1.CC(C)([O-])C.[Na+].CO. (5) The reactants are: [CH3:1][NH:2][CH2:3][C:4]1[CH:5]=[C:6]([C:10]2[CH:15]=[CH:14][C:13]([CH2:16][CH:17]3[S:21][C:20](=[O:22])[NH:19][C:18]3=[O:23])=[CH:12][CH:11]=2)[CH:7]=[CH:8][CH:9]=1.C1COCC1.C(N(CC)CC)C.Cl[C:37](=[O:48])[CH2:38][CH2:39][CH2:40][CH2:41][CH2:42][CH2:43][C:44]([O:46][CH3:47])=[O:45]. Given the product [O:22]=[C:20]1[NH:19][C:18](=[O:23])[CH:17]([CH2:16][C:13]2[CH:12]=[CH:11][C:10]([C:6]3[CH:7]=[CH:8][CH:9]=[C:4]([CH2:3][N:2]([CH3:1])[C:37]([CH2:38][CH2:39][CH2:40][CH2:41][CH2:42][CH2:43][C:44]([O:46][CH3:47])=[O:45])=[O:48])[CH:5]=3)=[CH:15][CH:14]=2)[S:21]1, predict the reactants needed to synthesize it. (6) The reactants are: O.[NH2:2][NH2:3].CO[C:6](=[O:27])[C:7]([NH:9][C:10]1[CH:11]=[CH:12][C:13]([O:16][C:17]2[CH:26]=[CH:25][C:20]([C:21]([O:23][CH3:24])=[O:22])=[CH:19][CH:18]=2)=[N:14][CH:15]=1)=[O:8]. Given the product [NH:2]([C:6](=[O:27])[C:7]([NH:9][C:10]1[CH:11]=[CH:12][C:13]([O:16][C:17]2[CH:18]=[CH:19][C:20]([C:21]([O:23][CH3:24])=[O:22])=[CH:25][CH:26]=2)=[N:14][CH:15]=1)=[O:8])[NH2:3], predict the reactants needed to synthesize it. (7) Given the product [CH3:30][NH:31][CH2:32][CH2:33][NH:34][C:2]1[N:7]=[CH:6][N:5]=[C:4]([O:8][C:9]2[CH:10]=[C:11]3[C:16](=[CH:17][CH:18]=2)[C:15]([C:19]([NH:21][CH2:22][CH2:23][N:24]2[CH2:29][CH2:28][O:27][CH2:26][CH2:25]2)=[O:20])=[CH:14][CH:13]=[CH:12]3)[CH:3]=1, predict the reactants needed to synthesize it. The reactants are: Cl[C:2]1[N:7]=[CH:6][N:5]=[C:4]([O:8][C:9]2[CH:10]=[C:11]3[C:16](=[CH:17][CH:18]=2)[C:15]([C:19]([NH:21][CH2:22][CH2:23][N:24]2[CH2:29][CH2:28][O:27][CH2:26][CH2:25]2)=[O:20])=[CH:14][CH:13]=[CH:12]3)[CH:3]=1.[CH3:30][NH:31][CH2:32][CH2:33][NH2:34].CNC1N=CN=C(OC2C=C3C(=CC=2)C(C(NCCN2CCOCC2)=O)=CC=C3)C=1. (8) Given the product [CH2:5]([N:12]1[C:16](=[O:18])[CH2:15][CH2:14][N:1]2[C:2](=[O:3])[N:4]([CH2:5][C:6]3[CH:11]=[CH:10][CH:9]=[CH:8][CH:7]=3)[CH2:16][CH2:15][CH:14]12)[C:6]1[CH:11]=[CH:10][CH:9]=[CH:8][CH:7]=1, predict the reactants needed to synthesize it. The reactants are: [NH2:1][C:2]([NH2:4])=[O:3].[CH2:5]([NH2:12])[C:6]1[CH:11]=[CH:10][CH:9]=[CH:8][CH:7]=1.N[CH2:14][CH2:15][C:16]([OH:18])=O. (9) Given the product [O:16]([C:2]1[CH:7]=[C:6]([CH2:8][OH:9])[CH:5]=[CH:4][N:3]=1)[C:10]1[CH:15]=[CH:14][CH:13]=[CH:12][CH:11]=1, predict the reactants needed to synthesize it. The reactants are: Br[C:2]1[CH:7]=[C:6]([CH2:8][OH:9])[CH:5]=[CH:4][N:3]=1.[C:10]1([OH:16])[CH:15]=[CH:14][CH:13]=[CH:12][CH:11]=1.C(=O)([O-])[O-].[K+].[K+]. (10) Given the product [OH:22][C:23]([CH2:33][C:34]1[C:42]2[C:37](=[CH:38][CH:39]=[CH:40][CH:41]=2)[NH:36][CH:35]=1)([C:30]([OH:32])=[O:31])[CH2:24][C:25](=[N:44][OH:45])[C:26]([OH:28])=[O:27], predict the reactants needed to synthesize it. The reactants are: N1C2C(=CC=CC=2)C(CC(=O)C(O)=O)=C1.C(O)(=O)C(C)=O.[OH:22][C:23]([CH2:33][C:34]1[C:42]2[C:37](=[CH:38][CH:39]=[CH:40][CH:41]=2)[NH:36][CH:35]=1)([C:30]([OH:32])=[O:31])[CH2:24][C:25](=O)[C:26]([OH:28])=[O:27].Cl.[NH2:44][OH:45].Cl.